From a dataset of Forward reaction prediction with 1.9M reactions from USPTO patents (1976-2016). Predict the product of the given reaction. The product is: [N:1]([CH2:4][C:5]1[C:6]([NH:18][CH:19]2[CH2:20][CH2:21][N:22]([C:25]([NH2:27])=[O:26])[CH2:23][CH2:24]2)=[C:7]2[CH:15]=[N:14][N:13]([CH2:16][CH3:17])[C:8]2=[N:9][C:10]=1[CH3:11])=[N+:2]=[N-:3]. Given the reactants [N:1]([CH2:4][C:5]1[C:6]([NH:18][CH:19]2[CH2:24][CH2:23][N:22]([C:25]([NH2:27])=[O:26])[CH2:21][CH2:20]2)=[C:7]2[CH:15]=[N:14][N:13]([CH2:16][CH3:17])[C:8]2=[N:9][C:10]=1[CH2:11]C)=[N+:2]=[N-:3].N(CC1C(NC2CCN(C(OC(C)(C)C)=O)CC2)=C2C=NN(CC)C2=NC=1C)=[N+]=[N-], predict the reaction product.